Dataset: TCR-epitope binding with 47,182 pairs between 192 epitopes and 23,139 TCRs. Task: Binary Classification. Given a T-cell receptor sequence (or CDR3 region) and an epitope sequence, predict whether binding occurs between them. (1) The epitope is IPSINVHHY. The TCR CDR3 sequence is CASSQVGMGEKLFF. Result: 0 (the TCR does not bind to the epitope). (2) The epitope is QIKVRVKMV. The TCR CDR3 sequence is CASSQGTSAYNEQFF. Result: 0 (the TCR does not bind to the epitope). (3) The epitope is GILGFVFTL. The TCR CDR3 sequence is CASSLVSGSSGELFF. Result: 0 (the TCR does not bind to the epitope).